This data is from Reaction yield outcomes from USPTO patents with 853,638 reactions. The task is: Predict the reaction yield, written as a fraction of the theoretical maximum amount of product (1.0 means a 100% yield; for example, 0.34 means a 34% yield). The reactants are [H-].[Na+].[OH:3][C@:4]1([C:22]2[CH:31]=[CH:30][C:29]3[C:24](=[CH:25][C:26]([CH:34]=[CH2:35])=[C:27]([O:32][CH3:33])[CH:28]=3)[CH:23]=2)[CH2:8][N:7]([C:9]([O:11][CH2:12][CH2:13][Si:14]([CH3:17])([CH3:16])[CH3:15])=[O:10])[C@H:6]([C:18]([O:20][CH3:21])=[O:19])[CH2:5]1.[CH3:36]I. The catalyst is CN(C=O)C. The product is [CH3:36][O:3][C@:4]1([C:22]2[CH:31]=[CH:30][C:29]3[C:24](=[CH:25][C:26]([CH:34]=[CH2:35])=[C:27]([O:32][CH3:33])[CH:28]=3)[CH:23]=2)[CH2:8][N:7]([C:9]([O:11][CH2:12][CH2:13][Si:14]([CH3:17])([CH3:16])[CH3:15])=[O:10])[C@H:6]([C:18]([O:20][CH3:21])=[O:19])[CH2:5]1. The yield is 0.710.